Task: Predict which catalyst facilitates the given reaction.. Dataset: Catalyst prediction with 721,799 reactions and 888 catalyst types from USPTO (1) The catalyst class is: 6. Reactant: [H-].[Na+].O1CCC[CH2:4]1.[C:8]([O:12][C:13]([NH:15][CH2:16][C@@:17]1([CH2:26][C:27]([OH:29])=[O:28])[CH2:23][C@H:22]2[C@@H:18]1[CH:19]=[C:20]([CH2:24][CH3:25])[CH2:21]2)=[O:14])([CH3:11])([CH3:10])[CH3:9].CI. Product: [C:8]([O:12][C:13]([N:15]([CH2:16][C@@:17]1([CH2:26][C:27]([OH:29])=[O:28])[CH2:23][C@H:22]2[C@@H:18]1[CH:19]=[C:20]([CH2:24][CH3:25])[CH2:21]2)[CH3:4])=[O:14])([CH3:9])([CH3:10])[CH3:11]. (2) Reactant: [Cl:1][C:2]1[CH:7]=[CH:6][C:5]([NH:8][CH2:9][CH2:10][C:11]2[CH:12]=[C:13]([OH:17])[CH:14]=[CH:15][CH:16]=2)=[CH:4][CH:3]=1.[C:18]1([CH2:24][CH:25]=O)[CH:23]=[CH:22][CH:21]=[CH:20][CH:19]=1.FC(F)(F)C(O)=O. Product: [Cl:1][C:2]1[CH:7]=[CH:6][C:5]([N:8]2[CH2:9][CH2:10][C:11]3[C:16](=[CH:15][CH:14]=[C:13]([OH:17])[CH:12]=3)[CH:25]2[CH2:24][C:18]2[CH:23]=[CH:22][CH:21]=[CH:20][CH:19]=2)=[CH:4][CH:3]=1. The catalyst class is: 2.